From a dataset of Catalyst prediction with 721,799 reactions and 888 catalyst types from USPTO. Predict which catalyst facilitates the given reaction. Reactant: [C:1](N1C=CN=C1)([N:3]1[CH:7]=[CH:6]N=[CH:4]1)=[O:2].[NH2:13][CH2:14][C:15]1[N:20]=[C:19]([C:21]#[C:22][C:23]2[C:24]([NH:29][C:30]3[CH:35]=[CH:34][C:33]([O:36][CH2:37][C:38]4[CH:43]=[CH:42][CH:41]=[C:40]([F:44])[CH:39]=4)=[C:32]([Cl:45])[CH:31]=3)=[N:25][CH:26]=[N:27][CH:28]=2)[CH:18]=[CH:17][CH:16]=1.C(O)(C(F)(F)F)=[O:47].CCN(C(C)C)C(C)C.CNCCO. The catalyst class is: 146. Product: [Cl:45][C:32]1[CH:31]=[C:30]([CH:35]=[CH:34][C:33]=1[O:36][CH2:37][C:38]1[CH:43]=[CH:42][CH:41]=[C:40]([F:44])[CH:39]=1)[NH:29][C:24]1[C:23]([C:22]#[C:21][C:19]2[N:20]=[C:15]([CH2:14][NH:13][C:1](=[O:2])[N:3]([CH2:7][CH2:6][OH:47])[CH3:4])[CH:16]=[CH:17][CH:18]=2)=[CH:28][N:27]=[CH:26][N:25]=1.